From a dataset of Forward reaction prediction with 1.9M reactions from USPTO patents (1976-2016). Predict the product of the given reaction. Given the reactants [NH2:1][CH2:2][C:3]([C:6]1[NH:7][C:8]([C:21]2[CH:26]=[CH:25][N:24]=[CH:23][CH:22]=2)=[C:9]([C:11]2[CH:12]=[C:13]3[C:17](=[CH:18][CH:19]=2)[C:16](=O)[CH2:15][CH2:14]3)[N:10]=1)([CH3:5])[CH3:4].[NH2:27][OH:28], predict the reaction product. The product is: [NH2:1][CH2:2][C:3]([C:6]1[NH:7][C:8]([C:21]2[CH:26]=[CH:25][N:24]=[CH:23][CH:22]=2)=[C:9]([C:11]2[CH:12]=[C:13]3[C:17](=[CH:18][CH:19]=2)[C:16](=[N:27][OH:28])[CH2:15][CH2:14]3)[N:10]=1)([CH3:5])[CH3:4].